Dataset: Catalyst prediction with 721,799 reactions and 888 catalyst types from USPTO. Task: Predict which catalyst facilitates the given reaction. (1) Reactant: [Cl:1][C:2]1[CH:7]=[CH:6][C:5]([N:8]([C@H:14]2[C:23]3[C:18](=[CH:19][CH:20]=[CH:21][CH:22]=3)[N:17]([C:24](=[O:33])[C:25]3[CH:30]=[CH:29][C:28]([O:31]C)=[CH:27][CH:26]=3)[C@@H:16]([CH3:34])[CH2:15]2)[C:9]([CH:11]2[CH2:13][CH2:12]2)=[O:10])=[CH:4][CH:3]=1.B(Br)(Br)Br. Product: [Cl:1][C:2]1[CH:3]=[CH:4][C:5]([N:8]([C@H:14]2[C:23]3[C:18](=[CH:19][CH:20]=[CH:21][CH:22]=3)[N:17]([C:24](=[O:33])[C:25]3[CH:26]=[CH:27][C:28]([OH:31])=[CH:29][CH:30]=3)[C@@H:16]([CH3:34])[CH2:15]2)[C:9]([CH:11]2[CH2:12][CH2:13]2)=[O:10])=[CH:6][CH:7]=1. The catalyst class is: 2. (2) Reactant: Cl.[Cl:2][C:3]1[CH:4]=[C:5]([CH2:9][C:10]([NH2:12])=[NH:11])[CH:6]=[CH:7][CH:8]=1.[N+:13]([CH:16]([CH:19]=O)[CH:17]=O)([O-:15])=[O:14].[Na]. Product: [Cl:2][C:3]1[CH:4]=[C:5]([CH:6]=[CH:7][CH:8]=1)[CH2:9][C:10]1[N:12]=[CH:19][C:16]([N+:13]([O-:15])=[O:14])=[CH:17][N:11]=1. The catalyst class is: 6. (3) Reactant: [CH2:1]([O:3][C:4]([N:6]1[CH2:11][CH:10]=[C:9]([C:12]2[C:13]3[N:14]([N:18]=[C:19]([NH:21][C:22]4[CH:30]=[CH:29][C:25]([C:26](O)=[O:27])=[CH:24][CH:23]=4)[N:20]=3)[CH:15]=[CH:16][CH:17]=2)[CH2:8][CH2:7]1)=[O:5])[CH3:2].Cl.[NH:32]1[CH2:35][CH:34](CNC(=O)OC(C)(C)C)[CH2:33]1.[CH3:45][N:46](C(ON1N=NC2C=CC=NC1=2)=[N+](C)C)C.F[P-](F)(F)(F)(F)F.C(N(CC)C(C)C)(C)C.FC(F)(F)C(O)=O. Product: [CH3:45][NH:46][CH:34]1[CH2:33][N:32]([C:26]([C:25]2[CH:24]=[CH:23][C:22]([NH:21][C:19]3[N:20]=[C:13]4[C:12]([C:9]5[CH2:8][CH2:7][N:6]([C:4]([O:3][CH2:1][CH3:2])=[O:5])[CH2:11][CH:10]=5)=[CH:17][CH:16]=[CH:15][N:14]4[N:18]=3)=[CH:30][CH:29]=2)=[O:27])[CH2:35]1. The catalyst class is: 174. (4) Product: [Br:16][C:14]1[CH:15]=[C:6]([CH:4]=[O:3])[CH:7]=[C:8]2[C:13]=1[N:12]=[CH:11][CH:10]=[CH:9]2. Reactant: C([O:3][C:4]([C:6]1[CH:7]=[C:8]2[C:13](=[C:14]([Br:16])[CH:15]=1)[N:12]=[CH:11][CH:10]=[CH:9]2)=O)C.CC(C[AlH]CC(C)C)C.C(C(C(C([O-])=O)O)O)([O-])=O. The catalyst class is: 2.